This data is from Buchwald-Hartwig C-N cross coupling reaction yields with 55,370 reactions. The task is: Predict the reaction yield, written as a fraction of the theoretical maximum amount of product (1.0 means a 100% yield; for example, 0.34 means a 34% yield). The reactants are Clc1ccccn1.Cc1ccc(N)cc1.O=S(=O)(O[Pd]1c2ccccc2-c2ccccc2N~1)C(F)(F)F.CC(C)c1cc(C(C)C)c(-c2ccccc2P(C(C)(C)C)C(C)(C)C)c(C(C)C)c1.CCN=P(N=P(N(C)C)(N(C)C)N(C)C)(N(C)C)N(C)C.c1ccc(-c2ccon2)cc1. No catalyst specified. The product is Cc1ccc(Nc2ccccn2)cc1. The yield is 0.529.